Dataset: Forward reaction prediction with 1.9M reactions from USPTO patents (1976-2016). Task: Predict the product of the given reaction. (1) Given the reactants [NH2:1][C:2]1[N:10]=[C:9]2[N:4]([N:5]=[C:6]([C:11]3[CH:16]=[CH:15][C:14]([NH:17][C:18](=[O:27])[CH2:19][C:20]4[CH:25]=[CH:24][C:23]([F:26])=[CH:22][CH:21]=4)=[CH:13][CH:12]=3)[CH:7]=[CH:8]2)[N:3]=1.Br[C:29]1[CH:34]=[CH:33][C:32]([S:35]([CH3:38])(=[O:37])=[O:36])=[CH:31][C:30]=1[O:39][CH3:40].CC(C1C=C(C(C)C)C(C2C=CC=CC=2P(C2CCCCC2)C2CCCCC2)=C(C(C)C)C=1)C, predict the reaction product. The product is: [F:26][C:23]1[CH:24]=[CH:25][C:20]([CH2:19][C:18]([NH:17][C:14]2[CH:13]=[CH:12][C:11]([C:6]3[CH:7]=[CH:8][C:9]4[N:4]([N:3]=[C:2]([NH:1][C:29]5[CH:34]=[CH:33][C:32]([S:35]([CH3:38])(=[O:37])=[O:36])=[CH:31][C:30]=5[O:39][CH3:40])[N:10]=4)[N:5]=3)=[CH:16][CH:15]=2)=[O:27])=[CH:21][CH:22]=1. (2) Given the reactants [OH-].[Na+].C[O:4][C:5](=[O:44])[CH2:6][C:7]1[CH:12]=[CH:11][C:10]([C:13]2[CH:18]=[CH:17][C:16]([C:19]([CH2:41][CH3:42])([C:22]3[CH:27]=[CH:26][C:25]([CH2:28][CH2:29][C:30]([OH:39])([C:35]([F:38])([F:37])[F:36])[C:31]([F:34])([F:33])[F:32])=[C:24]([CH3:40])[CH:23]=3)[CH2:20][CH3:21])=[CH:15][C:14]=2[CH3:43])=[CH:9][CH:8]=1.[Cl-].[NH4+], predict the reaction product. The product is: [CH2:20]([C:19]([C:16]1[CH:17]=[CH:18][C:13]([C:10]2[CH:9]=[CH:8][C:7]([CH2:6][C:5]([OH:44])=[O:4])=[CH:12][CH:11]=2)=[C:14]([CH3:43])[CH:15]=1)([C:22]1[CH:27]=[CH:26][C:25]([CH2:28][CH2:29][C:30]([OH:39])([C:35]([F:38])([F:36])[F:37])[C:31]([F:34])([F:33])[F:32])=[C:24]([CH3:40])[CH:23]=1)[CH2:41][CH3:42])[CH3:21]. (3) Given the reactants C(O[C:6]([N:8]1[CH2:12][C:11](=[N:13][O:14][CH3:15])[CH2:10][C@H:9]1[C:16]([OH:18])=O)=[O:7])(C)(C)C.[N:19]([C:22]1[CH:27]=[CH:26][CH:25]=[C:24]([CH3:28])[CH:23]=1)=C=O.[CH2:29]([N:31]1[C:43]2[CH:42]=[CH:41][C:40]([NH2:44])=[CH:39][C:38]=2[C:37]2[C:32]1=[CH:33][CH:34]=[CH:35][CH:36]=2)[CH3:30], predict the reaction product. The product is: [CH2:29]([N:31]1[C:43]2[CH:42]=[CH:41][C:40]([NH:44][C:16]([C@@H:9]3[CH2:10][C:11](=[N:13][O:14][CH3:15])[CH2:12][N:8]3[C:6]([NH:19][C:22]3[CH:27]=[CH:26][CH:25]=[C:24]([CH3:28])[CH:23]=3)=[O:7])=[O:18])=[CH:39][C:38]=2[C:37]2[C:32]1=[CH:33][CH:34]=[CH:35][CH:36]=2)[CH3:30]. (4) Given the reactants ClC1C=CC=CC=1NC(=O)NC1C=CC(C2C=C3C(CN([C@@H](C(C)C)C(O)=O)C3=O)=CC=2)=NC=1.[CH3:35][C:36]1[CH:37]=[C:38]([NH:43][C:44](=[O:71])[NH:45][C:46]2[CH:51]=[CH:50][C:49]([C:52]3[CH:60]=[C:59]4[C:55]([CH2:56][N:57]([C@@H:62]([CH:67]([CH3:69])[CH3:68])[C:63]([O:65]C)=[O:64])[C:58]4=[O:61])=[CH:54][CH:53]=3)=[CH:48][C:47]=2[F:70])[CH:39]=[CH:40][C:41]=1[CH3:42], predict the reaction product. The product is: [CH3:35][C:36]1[CH:37]=[C:38]([NH:43][C:44](=[O:71])[NH:45][C:46]2[CH:51]=[CH:50][C:49]([C:52]3[CH:60]=[C:59]4[C:55]([CH2:56][N:57]([C@@H:62]([CH:67]([CH3:68])[CH3:69])[C:63]([OH:65])=[O:64])[C:58]4=[O:61])=[CH:54][CH:53]=3)=[CH:48][C:47]=2[F:70])[CH:39]=[CH:40][C:41]=1[CH3:42]. (5) Given the reactants [CH2:1]([O:8][C:9]1[CH:30]=[CH:29][C:12]([O:13][CH2:14][CH2:15][CH:16]2[CH2:21][CH2:20][N:19](C(OC(C)(C)C)=O)[CH2:18][CH2:17]2)=[CH:11][CH:10]=1)[C:2]1[CH:7]=[CH:6][CH:5]=[CH:4][CH:3]=1, predict the reaction product. The product is: [CH2:1]([O:8][C:9]1[CH:30]=[CH:29][C:12]([O:13][CH2:14][CH2:15][CH:16]2[CH2:21][CH2:20][NH:19][CH2:18][CH2:17]2)=[CH:11][CH:10]=1)[C:2]1[CH:3]=[CH:4][CH:5]=[CH:6][CH:7]=1. (6) The product is: [CH:8]1([CH2:11][N:12]2[CH2:13][CH2:14][N:15]([CH:18]3[CH2:23][CH2:22][NH:21][CH2:20][CH2:19]3)[CH2:16][CH2:17]2)[CH2:9][CH2:10]1. Given the reactants C(O)(C(F)(F)F)=O.[CH:8]1([CH2:11][N:12]2[CH2:17][CH2:16][N:15]([CH:18]3[CH2:23][CH2:22][N:21](C(OC(C)(C)C)=O)[CH2:20][CH2:19]3)[CH2:14][CH2:13]2)[CH2:10][CH2:9]1, predict the reaction product. (7) The product is: [C:1]([O:5][C:6]([N:8]1[CH2:12][C@@H:11]([N:13]([CH2:14][C:15]2[CH:20]=[CH:19][C:18]([C:21]#[N:22])=[CH:17][CH:16]=2)[CH3:34])[CH2:10][C@H:9]1[C:23]([N:25]1[CH2:29][CH2:28][CH2:27][C@H:26]1[C:30]#[N:31])=[O:24])=[O:7])([CH3:4])([CH3:2])[CH3:3]. Given the reactants [C:1]([O:5][C:6]([N:8]1[CH2:12][C@@H:11]([NH:13][CH2:14][C:15]2[CH:20]=[CH:19][C:18]([C:21]#[N:22])=[CH:17][CH:16]=2)[CH2:10][C@H:9]1[C:23]([N:25]1[CH2:29][CH2:28][CH2:27][C@H:26]1[C:30]#[N:31])=[O:24])=[O:7])([CH3:4])([CH3:3])[CH3:2].Cl.Cl.[C:34]([C@@H]1CCCN1C([C@@H]1C[C@H](NCC2C=CC(C#N)=CC=2)CN1)=O)#N.C=O.C([BH3-])#N.[Na+], predict the reaction product. (8) Given the reactants [Cl:1][C:2]1[CH:7]=[CH:6][N:5]=[C:4]2[CH:8]=[CH:9][S:10][C:3]=12.[Li]CCCC.CN([CH:19]=[O:20])C, predict the reaction product. The product is: [Cl:1][C:2]1[CH:7]=[CH:6][N:5]=[C:4]2[CH:8]=[C:9]([CH:19]=[O:20])[S:10][C:3]=12. (9) Given the reactants [F:1][C:2]1[C:7]([OH:8])=[C:6]([C:9]2[CH:14]=[CH:13][N:12]=[CH:11][CH:10]=2)[CH:5]=[CH:4][CH:3]=1.[F:15][C:16]([F:29])([F:28])[S:17](O[S:17]([C:16]([F:29])([F:28])[F:15])(=[O:19])=[O:18])(=[O:19])=[O:18], predict the reaction product. The product is: [F:1][C:2]1[CH:3]=[CH:4][CH:5]=[C:6]([C:9]2[CH:14]=[CH:13][N:12]=[CH:11][CH:10]=2)[C:7]=1[O:8][S:17]([C:16]([F:29])([F:28])[F:15])(=[O:19])=[O:18]. (10) Given the reactants C([N:8]1[CH2:14][CH2:13][C@@H:12]([CH3:15])[N:11]([C:16]([O:18][C:19]([CH3:22])([CH3:21])[CH3:20])=[O:17])[CH2:10][CH2:9]1)C1C=CC=CC=1.OCC1(OC[C@@H](O)[C@@H](O)[C@H]1O)O, predict the reaction product. The product is: [CH3:15][C@H:12]1[N:11]([C:16]([O:18][C:19]([CH3:20])([CH3:22])[CH3:21])=[O:17])[CH2:10][CH2:9][NH:8][CH2:14][CH2:13]1.